Predict the reactants needed to synthesize the given product. From a dataset of Full USPTO retrosynthesis dataset with 1.9M reactions from patents (1976-2016). (1) Given the product [F:45][C:13]1[CH:14]=[C:15]2[C:10](=[CH:11][CH:12]=1)[S:9][CH2:8][C:17]([C:18]1[CH:19]=[CH:20][C:21]3[O:26][CH2:25][C:24](=[O:27])[NH:23][C:22]=3[CH:28]=1)=[CH:16]2, predict the reactants needed to synthesize it. The reactants are: BrC1C=CC([CH:8]2[C:17]([C:18]3[CH:19]=[CH:20][C:21]4[O:26][CH2:25][C:24](=[O:27])[NH:23][C:22]=4[CH:28]=3)=[CH:16][C:15]3[C:10](=[CH:11][CH:12]=[CH:13][CH:14]=3)[S:9]2)=CC=1.ClCC(C1C=CC2OCC(=O)NC=2C=1)=O.[Br-].[F:45]C1C=CC(S)=C(C=1)C[P+](C1C=CC=CC=1)(C1C=CC=CC=1)C1C=CC=CC=1. (2) Given the product [CH3:14][CH:2]1[C:9]2[CH:10]=[CH:11][CH:12]=[CH:13][C:8]=2[CH2:7][CH2:6][NH:5][C:3]1=[O:4], predict the reactants needed to synthesize it. The reactants are: Cl[CH:2]([CH3:14])[C:3]([NH:5][CH2:6][CH2:7][C:8]1[CH:13]=[CH:12][CH:11]=[CH:10][CH:9]=1)=[O:4].[Cl-].[Cl-].[Cl-].[Al+3].